From a dataset of Reaction yield outcomes from USPTO patents with 853,638 reactions. Predict the reaction yield, written as a fraction of the theoretical maximum amount of product (1.0 means a 100% yield; for example, 0.34 means a 34% yield). (1) The reactants are CC1(C)OC(=O)[CH:5]([C:9](=[O:20])[CH2:10][CH2:11][NH:12][C:13](=[O:19])[O:14][C:15]([CH3:18])([CH3:17])[CH3:16])[C:4](=O)[O:3]1.CO. The catalyst is C(OCC)(=O)C.C(Cl)Cl. The product is [O:3]=[C:4]1[CH2:5][C:9](=[O:20])[CH2:10][CH2:11][N:12]1[C:13]([O:14][C:15]([CH3:18])([CH3:17])[CH3:16])=[O:19]. The yield is 0.830. (2) No catalyst specified. The yield is 0.670. The product is [Br:1][C:2]1[CH:7]=[CH:6][C:5]([CH:8]([C:21]2[CH:22]=[CH:23][C:18]([Cl:17])=[CH:19][CH:20]=2)[CH2:9][CH2:10][N:11]2[CH:15]=[CH:14][N:13]=[CH:12]2)=[CH:4][CH:3]=1. The reactants are [Br:1][C:2]1[CH:7]=[CH:6][C:5]([CH:8](O)[CH2:9][CH2:10][N:11]2[CH:15]=[CH:14][N:13]=[CH:12]2)=[CH:4][CH:3]=1.[Cl:17][C:18]1[CH:23]=[CH:22][CH:21]=[CH:20][CH:19]=1. (3) The catalyst is CO. The yield is 0.610. The reactants are [N:1]1[CH:6]=[C:5]([C:7]#[N:8])[CH:4]=[N:3][CH:2]=1.[CH3:9][O-:10].[Na+]. The product is [CH3:9][O:10][C:7]([C:5]1[CH:6]=[N:1][CH:2]=[N:3][CH:4]=1)=[NH:8]. (4) The reactants are [NH2:1][C:2]1[C:3]([OH:21])=[C:4]([Br:20])[C:5]2[CH2:11][CH2:10][N:9]([C:12]([O:14][C:15]([CH3:18])([CH3:17])[CH3:16])=[O:13])[CH2:8][CH2:7][C:6]=2[CH:19]=1.[C:22](OC)(OC)(OC)[CH3:23].C1(C)C=CC(S([O-])(=O)=O)=CC=1.[NH+]1C=CC=CC=1. The catalyst is CN(C=O)C. The product is [Br:20][C:4]1[C:5]2[CH2:11][CH2:10][N:9]([C:12]([O:14][C:15]([CH3:17])([CH3:18])[CH3:16])=[O:13])[CH2:8][CH2:7][C:6]=2[CH:19]=[C:2]2[N:1]=[C:22]([CH3:23])[O:21][C:3]=12. The yield is 0.900. (5) The reactants are [NH2:1][C:2]1[N:7]([CH2:8][CH:9]([CH3:11])[CH3:10])[C:6](=[S:12])[NH:5][C:4](=[O:13])[C:3]=1[NH:14][CH:15]=O.CSC.O. The catalyst is O1CCCC1.B.Cl. The product is [NH2:1][C:2]1[N:7]([CH2:8][CH:9]([CH3:11])[CH3:10])[C:6](=[S:12])[NH:5][C:4](=[O:13])[C:3]=1[NH:14][CH3:15]. The yield is 0.540.